Dataset: Full USPTO retrosynthesis dataset with 1.9M reactions from patents (1976-2016). Task: Predict the reactants needed to synthesize the given product. (1) Given the product [CH:19]1([CH2:18][N:17]2[C:16]3[CH:15]=[CH:14][C:13]([NH:25][S:26]([C:29]4[CH:30]=[CH:31][CH:32]=[CH:33][CH:34]=4)(=[O:28])=[O:27])=[CH:12][C:11]=3[N:10]=[C:35]2[C:36]2([CH3:39])[CH2:38][CH2:37]2)[CH2:20][CH2:21][CH2:22][CH2:23][CH2:24]1, predict the reactants needed to synthesize it. The reactants are: C(N(C(C)C)CC)(C)C.[NH2:10][C:11]1[CH:12]=[C:13]([NH:25][S:26]([C:29]2[CH:34]=[CH:33][CH:32]=[CH:31][CH:30]=2)(=[O:28])=[O:27])[CH:14]=[CH:15][C:16]=1[NH:17][CH2:18][CH:19]1[CH2:24][CH2:23][CH2:22][CH2:21][CH2:20]1.[CH3:35][C:36]1([C:39](O)=O)[CH2:38][CH2:37]1.CN(C(ON1N=NC2C=CC=NC1=2)=[N+](C)C)C.F[P-](F)(F)(F)(F)F. (2) The reactants are: [OH-].[CH2:15]([N+]([CH2:15][CH2:16][CH2:17][CH3:18])([CH2:15][CH2:16][CH2:17][CH3:18])[CH2:15][CH2:16][CH2:17][CH3:18])[CH2:16][CH2:17][CH3:18].C(=O)([O-])[O-].[Na+].[Na+].[C:25]1(C)C=CC=[CH:27][C:26]=1[B:31]([OH:33])[OH:32].IC1C=CC=CC=1.CC1C=CC=CC=1C1C=CC=CC=1. Given the product [C:17]1([CH3:18])[CH:16]=[CH:15][CH:27]=[C:26]([B:31]([OH:33])[OH:32])[CH:25]=1, predict the reactants needed to synthesize it. (3) Given the product [C:14]([O:13][C:11](=[O:12])[NH:18][CH:19]1[CH2:24][CH2:23][N:22]([C:6]2[C:7]([CH:8]=[O:9])=[C:2]([NH2:1])[N:3]=[CH:4][N:5]=2)[CH2:21][CH2:20]1)([CH3:17])([CH3:16])[CH3:15], predict the reactants needed to synthesize it. The reactants are: [NH2:1][C:2]1[C:7]([CH:8]=[O:9])=[C:6](Cl)[N:5]=[CH:4][N:3]=1.[C:11]([NH:18][CH:19]1[CH2:24][CH2:23][NH:22][CH2:21][CH2:20]1)([O:13][C:14]([CH3:17])([CH3:16])[CH3:15])=[O:12].CCN(C(C)C)C(C)C. (4) Given the product [C:1]([O:5][C:6](=[O:24])[NH:7][C:8]1[CH:13]=[C:12]([N:14]([CH3:16])[CH3:15])[C:11]([C:17]([F:20])([F:19])[F:18])=[CH:10][C:9]=1[NH2:21])([CH3:4])([CH3:2])[CH3:3], predict the reactants needed to synthesize it. The reactants are: [C:1]([O:5][C:6](=[O:24])[NH:7][C:8]1[CH:13]=[C:12]([N:14]([CH3:16])[CH3:15])[C:11]([C:17]([F:20])([F:19])[F:18])=[CH:10][C:9]=1[N+:21]([O-])=O)([CH3:4])([CH3:3])[CH3:2]. (5) Given the product [Br:1][C:2]1[CH:3]=[C:4]2[C:9](=[CH:10][CH:11]=1)[C:8](=[O:12])[N:7]([CH2:13][C:14]1[CH:15]=[CH:16][C:17]([S:20]([NH:23][C:46]([N:40]3[CH2:45][CH2:44][CH2:43][CH2:42][CH2:41]3)=[O:47])(=[O:21])=[O:22])=[CH:18][CH:19]=1)[C:6]([C:24](=[O:27])[CH2:25][CH3:26])=[C:5]2[C:28]1[CH:29]=[CH:30][CH:31]=[CH:32][CH:33]=1, predict the reactants needed to synthesize it. The reactants are: [Br:1][C:2]1[CH:3]=[C:4]2[C:9](=[CH:10][CH:11]=1)[C:8](=[O:12])[N:7]([CH2:13][C:14]1[CH:19]=[CH:18][C:17]([S:20]([NH2:23])(=[O:22])=[O:21])=[CH:16][CH:15]=1)[C:6]([C:24](=[O:27])[CH2:25][CH3:26])=[C:5]2[C:28]1[CH:33]=[CH:32][CH:31]=[CH:30][CH:29]=1.C(=O)([O-])[O-].[K+].[K+].[N:40]1([C:46](Cl)=[O:47])[CH2:45][CH2:44][CH2:43][CH2:42][CH2:41]1. (6) Given the product [CH:17]([C:16]1[CH:23]=[CH:24][C:13]([C:6]2[C:5]3[C:9](=[CH:10][CH:11]=[C:3]([C:1]#[N:2])[CH:4]=3)[NH:8][C:7]=2[OH:12])=[N:14][CH:15]=1)=[O:18], predict the reactants needed to synthesize it. The reactants are: [C:1]([C:3]1[CH:4]=[C:5]2[C:9](=[CH:10][CH:11]=1)[NH:8][C:7]([OH:12])=[C:6]2[C:13]1[CH:24]=[CH:23][C:16]([C:17](N(OC)C)=[O:18])=[CH:15][N:14]=1)#[N:2].[H-].[H-].[H-].[H-].[Li+].[Al+3].